This data is from Peptide-MHC class I binding affinity with 185,985 pairs from IEDB/IMGT. The task is: Regression. Given a peptide amino acid sequence and an MHC pseudo amino acid sequence, predict their binding affinity value. This is MHC class I binding data. (1) The peptide sequence is FAPSYSAEM. The MHC is Mamu-A01 with pseudo-sequence Mamu-A01. The binding affinity (normalized) is 1.00. (2) The peptide sequence is KAVRGDLNF. The MHC is HLA-A01:01 with pseudo-sequence HLA-A01:01. The binding affinity (normalized) is 0.0847. (3) The peptide sequence is LSYNYIPV. The MHC is Mamu-A01 with pseudo-sequence Mamu-A01. The binding affinity (normalized) is 0. (4) The peptide sequence is TYPVLEEMF. The MHC is Patr-A0701 with pseudo-sequence Patr-A0701. The binding affinity (normalized) is 0.0111. (5) The peptide sequence is RYYLSFFHI. The MHC is HLA-A24:02 with pseudo-sequence HLA-A24:02. The binding affinity (normalized) is 0.936. (6) The MHC is HLA-A68:02 with pseudo-sequence HLA-A68:02. The peptide sequence is LNVSYLCHL. The binding affinity (normalized) is 0.0833. (7) The peptide sequence is LLLALRHPA. The MHC is HLA-A02:01 with pseudo-sequence HLA-A02:01. The binding affinity (normalized) is 0.409.